This data is from hERG potassium channel inhibition data for cardiac toxicity prediction from Karim et al.. The task is: Regression/Classification. Given a drug SMILES string, predict its toxicity properties. Task type varies by dataset: regression for continuous values (e.g., LD50, hERG inhibition percentage) or binary classification for toxic/non-toxic outcomes (e.g., AMES mutagenicity, cardiotoxicity, hepatotoxicity). Dataset: herg_karim. (1) The compound is COc1cc(N2CCN(C(=O)C(C)O)CC2)ccc1Nc1ncc(Cl)c(-c2cnc3ccccn23)n1. The result is 1 (blocker). (2) The drug is O=C(c1ccc(Cl)cc1)C1CC[N+](CCc2ccccc2)(Cc2ccccc2)CC1. The result is 1 (blocker). (3) The result is 1 (blocker). The molecule is COC(=O)c1ccc([C@H]2CC[C@H](N3CC(NC(=O)CNC(=O)c4cccc(C(F)(F)F)c4)C3)CC2)cc1.